This data is from Forward reaction prediction with 1.9M reactions from USPTO patents (1976-2016). The task is: Predict the product of the given reaction. (1) Given the reactants [C:1]([C:5]1[CH:6]=[C:7]2[C:12](=[C:13]([F:15])[CH:14]=1)[C:11](=[O:16])[NH:10][N:9]=[CH:8]2)([CH3:4])([CH3:3])[CH3:2].[Br:17][C:18]1[CH:19]=[N:20][CH:21]=[C:22](Br)[C:23]=1[CH:24]=[O:25].COC1C2C(=C3C(=CC=2)C(OC)=CC=N3)N=CC=1.C([O-])([O-])=O.[Cs+].[Cs+], predict the reaction product. The product is: [Br:17][C:18]1[CH:19]=[N:20][CH:21]=[C:22]([N:10]2[N:9]=[CH:8][C:7]3[C:12](=[C:13]([F:15])[CH:14]=[C:5]([C:1]([CH3:4])([CH3:2])[CH3:3])[CH:6]=3)[C:11]2=[O:16])[C:23]=1[CH:24]=[O:25]. (2) Given the reactants [CH3:1][C:2]1[CH:7]=[CH:6][C:5]([S:8]([O:11][CH2:12][C@H:13]([O:16][C:17]2[C:22]([CH:23]=CC)=[CH:21][CH:20]=[C:19]([Cl:26])[C:18]=2[C:27]2[CH:32]=[CH:31][CH:30]=[CH:29][C:28]=2[Cl:33])[CH:14]=C)(=[O:10])=[O:9])=[CH:4][CH:3]=1, predict the reaction product. The product is: [CH3:1][C:2]1[CH:3]=[CH:4][C:5]([S:8]([O:11][CH2:12][C@H:13]2[CH:14]=[CH:23][C:22]3[C:17](=[C:18]([C:27]4[CH:32]=[CH:31][CH:30]=[CH:29][C:28]=4[Cl:33])[C:19]([Cl:26])=[CH:20][CH:21]=3)[O:16]2)(=[O:9])=[O:10])=[CH:6][CH:7]=1. (3) Given the reactants I[C:2]1[C:3]([CH:17]([CH3:19])[CH3:18])=[N:4][N:5]([C:7]2[CH:12]=[CH:11][C:10]([C:13]([F:16])([F:15])[F:14])=[CH:9][N:8]=2)[CH:6]=1.C1(P(C2C=CC=CC=2)C2C=CC=CC=2)C=CC=CC=1.C([O-])(=O)C.[K+].[C:44]([O:48][CH3:49])(=[O:47])[CH:45]=[CH2:46], predict the reaction product. The product is: [CH:17]([C:3]1[C:2]([CH:46]=[CH:45][C:44]([O:48][CH3:49])=[O:47])=[CH:6][N:5]([C:7]2[CH:12]=[CH:11][C:10]([C:13]([F:16])([F:15])[F:14])=[CH:9][N:8]=2)[N:4]=1)([CH3:19])[CH3:18]. (4) Given the reactants Cl[C:2]1[N:7]=[C:6]([O:8][C:9]2[C:14]3[N:15]=[C:16]([NH:18][C:19](=[O:21])[CH3:20])[S:17][C:13]=3[CH:12]=[CH:11][CH:10]=2)[CH:5]=[C:4]([C:22]2[CH:27]=[CH:26][C:25]([C:28]([F:31])([F:30])[F:29])=[CH:24][CH:23]=2)[N:3]=1.[F:32][C:33]1[CH:41]=[CH:40][C:36]([CH:37]([OH:39])[CH3:38])=[CH:35][CH:34]=1.C([O-])([O-])=O.[K+].[K+].CS(O[Na])=O, predict the reaction product. The product is: [F:32][C:33]1[CH:41]=[CH:40][C:36]([CH:37]([O:39][C:2]2[N:7]=[C:6]([O:8][C:9]3[C:14]4[N:15]=[C:16]([NH:18][C:19](=[O:21])[CH3:20])[S:17][C:13]=4[CH:12]=[CH:11][CH:10]=3)[CH:5]=[C:4]([C:22]3[CH:27]=[CH:26][C:25]([C:28]([F:31])([F:30])[F:29])=[CH:24][CH:23]=3)[N:3]=2)[CH3:38])=[CH:35][CH:34]=1. (5) Given the reactants [F:1][C:2]1[CH:10]=[CH:9][CH:8]=[C:7]([F:11])[C:3]=1[C:4](Cl)=[O:5].[CH:12]([NH:14][CH:15]=[O:16])=[CH2:13].C(N(CC)CC)C.C(OC)(C)(C)C, predict the reaction product. The product is: [F:1][C:2]1[CH:10]=[CH:9][CH:8]=[C:7]([F:11])[C:3]=1[C:4]([N:14]([CH:15]=[O:16])[CH:12]=[CH2:13])=[O:5]. (6) Given the reactants [C:1]1([CH2:7][CH2:8][CH2:9][CH2:10][NH2:11])[CH:6]=[CH:5][CH:4]=[CH:3][CH:2]=1.[NH:12]([C:17]([O:19][C:20]([CH3:23])([CH3:22])[CH3:21])=[O:18])[CH2:13][C:14](O)=[O:15], predict the reaction product. The product is: [C:20]([O:19][C:17](=[O:18])[NH:12][CH2:13][C:14](=[O:15])[NH:11][CH2:10][CH2:9][CH2:8][CH2:7][C:1]1[CH:6]=[CH:5][CH:4]=[CH:3][CH:2]=1)([CH3:23])([CH3:21])[CH3:22].